This data is from Reaction yield outcomes from USPTO patents with 853,638 reactions. The task is: Predict the reaction yield, written as a fraction of the theoretical maximum amount of product (1.0 means a 100% yield; for example, 0.34 means a 34% yield). (1) The reactants are [CH:1]1[CH:6]=[CH:5][C:4]([CH2:7]Br)=[CH:3][CH:2]=1.[OH:9][C:10]1[CH:18]=[C:17]([C:19]([F:22])([F:21])[F:20])[CH:16]=[CH:15][C:11]=1[C:12]([OH:14])=[O:13].C([O-])(O)=O.[Na+]. The catalyst is CCCC[N+](CCCC)(CCCC)CCCC.[F-]. The product is [OH:9][C:10]1[CH:18]=[C:17]([C:19]([F:20])([F:21])[F:22])[CH:16]=[CH:15][C:11]=1[C:12]([O:14][CH2:7][C:4]1[CH:5]=[CH:6][CH:1]=[CH:2][CH:3]=1)=[O:13]. The yield is 1.00. (2) The reactants are Cl.[C:2]([C@@H:5]([NH:28][C:29](=[O:38])[O:30][CH2:31][C:32]1[CH:37]=[CH:36][CH:35]=[CH:34][CH:33]=1)[CH2:6][C@H:7]1[CH2:18][CH2:17][C:16]2[S:15][C:14]3[N:13]=[CH:12][N:11]=[C:10]([O:19][CH:20]4[CH2:25][CH2:24][CH:23]([NH:26][CH3:27])[CH2:22][CH2:21]4)[C:9]=3[C:8]1=2)(=[O:4])[NH2:3].C=O.[BH3-][C:42]#N.[Na+]. The catalyst is CO. The product is [C:2]([C@@H:5]([NH:28][C:29](=[O:38])[O:30][CH2:31][C:32]1[CH:37]=[CH:36][CH:35]=[CH:34][CH:33]=1)[CH2:6][C@H:7]1[CH2:18][CH2:17][C:16]2[S:15][C:14]3[N:13]=[CH:12][N:11]=[C:10]([O:19][CH:20]4[CH2:21][CH2:22][CH:23]([N:26]([CH3:42])[CH3:27])[CH2:24][CH2:25]4)[C:9]=3[C:8]1=2)(=[O:4])[NH2:3]. The yield is 0.520. (3) The reactants are [CH2:1]([N:3]1[CH:7]=[C:6]([C:8]#[C:9][C:10]2[CH:15]=[CH:14][CH:13]=[C:12]([O:16][CH3:17])[CH:11]=2)[CH:5]=[C:4]1[C:18](Cl)=[O:19])[CH3:2].Cl.[CH3:22][N:23](C)O.C(N(C(C)C)CC)(C)C. The catalyst is C(Cl)Cl. The product is [CH3:22][NH:23][C:18]([C:4]1[N:3]([CH2:1][CH3:2])[CH:7]=[C:6]([C:8]#[C:9][C:10]2[CH:15]=[CH:14][CH:13]=[C:12]([O:16][CH3:17])[CH:11]=2)[CH:5]=1)=[O:19]. The yield is 0.820. (4) The reactants are [CH3:1][S:2][C:3](=[C:6]([C:9]#[N:10])[C:7]#[N:8])[S:4][CH3:5].C([CH:13](S)[C:14]([O-])=[O:15])C.[CH3:18][OH:19]. No catalyst specified. The product is [NH2:8][C:7]1[C:6]([C:9]#[N:10])=[C:3]([S:4][CH3:5])[S:2][C:1]=1[C:18]([O:15][CH2:14][CH3:13])=[O:19]. The yield is 0.990. (5) The catalyst is CS(C)=O.C(=O)(O)[O-].[Na+]. The reactants are BrC1C=CC(S(O[CH2:12][C@@H:13]2[O:27][C:17]3=[C:18]4[C:23](=[CH:24][CH:25]=[C:16]3[O:15][CH2:14]2)[N:22]=[C:21]([CH3:26])[CH:20]=[CH:19]4)(=O)=O)=CC=1.Cl.[Cl:29][C:30]1[CH:31]=[C:32]([N:36]2[CH2:41][CH2:40][NH:39][CH2:38][CH2:37]2)[CH:33]=[CH:34][CH:35]=1.C(N(C(C)C)CC)(C)C. The product is [Cl:29][C:30]1[CH:31]=[C:32]([N:36]2[CH2:41][CH2:40][N:39]([CH2:12][C@@H:13]3[O:27][C:17]4=[C:18]5[C:23](=[CH:24][CH:25]=[C:16]4[O:15][CH2:14]3)[N:22]=[C:21]([CH3:26])[CH:20]=[CH:19]5)[CH2:38][CH2:37]2)[CH:33]=[CH:34][CH:35]=1. The yield is 0.680. (6) The reactants are [CH2:1]([O:3][C:4]([C:6]1[C:7]([CH3:19])=[C:8]([C:12](OC(C)(C)C)=[O:13])[NH:9][C:10]=1[CH3:11])=[O:5])[CH3:2].C(OCC)(OCC)OCC. The catalyst is FC(F)(F)C(O)=O. The product is [CH2:1]([O:3][C:4]([C:6]1[C:7]([CH3:19])=[C:8]([CH:12]=[O:13])[NH:9][C:10]=1[CH3:11])=[O:5])[CH3:2]. The yield is 0.639. (7) The reactants are [C:1]([C:5]1[NH:6][C:7]2[C:12]([CH:13]=1)=[CH:11][C:10]([N+:14]([O-:16])=[O:15])=[CH:9]C=2C#N)([CH3:4])([CH3:3])[CH3:2].[OH-:19].[K+].[CH3:21][CH2:22][OH:23]. No catalyst specified. The product is [C:1]([C:5]1[NH:6][C:7]2[C:12]([CH:13]=1)=[CH:11][C:10]([N+:14]([O-:16])=[O:15])=[CH:9][C:21]=2[C:22]([OH:19])=[O:23])([CH3:4])([CH3:3])[CH3:2]. The yield is 0.770. (8) The reactants are [CH3:1][O:2][CH:3]([O:19][CH3:20])[CH2:4][CH2:5][CH2:6][NH:7][C:8](=[O:18])[NH:9][O:10][CH2:11][C:12]1[CH:17]=[CH:16][CH:15]=[CH:14][CH:13]=1.[H-].[Na+].Br[CH2:24][CH2:25]Br. The catalyst is CN(C=O)C.CCOC(C)=O. The product is [CH2:11]([O:10][N:9]1[CH2:25][CH2:24][N:7]([CH2:6][CH2:5][CH2:4][CH:3]([O:19][CH3:20])[O:2][CH3:1])[C:8]1=[O:18])[C:12]1[CH:13]=[CH:14][CH:15]=[CH:16][CH:17]=1. The yield is 0.360.